From a dataset of Experimentally validated miRNA-target interactions with 360,000+ pairs, plus equal number of negative samples. Binary Classification. Given a miRNA mature sequence and a target amino acid sequence, predict their likelihood of interaction. The miRNA is hsa-miR-557 with sequence GUUUGCACGGGUGGGCCUUGUCU. The protein sequence of the target gene is MANALASATCERCKGGFAPAEKIVNSNGELYHEQCFVCAQCFQQFPEGLFYEFEGRKYCEHDFQMLFAPCCHQCGEFIIGRVIKAMNNSWHPECFRCDLCQEVLADIGFVKNAGRHLCRPCHNREKARGLGKYICQKCHAIIDEQPLIFKNDPYHPDHFNCANCGKELTADARELKGELYCLPCHDKMGVPICGACRRPIEGRVVNAMGKQWHVEHFVCAKCEKPFLGHRHYERKGLAYCETHYNQLFGDVCFHCNRVIEGDVVSALNKAWCVNCFACSTCNTKLTLKNKFVEFDMKPVC.... Result: 1 (interaction).